Dataset: Forward reaction prediction with 1.9M reactions from USPTO patents (1976-2016). Task: Predict the product of the given reaction. Given the reactants C([O:5][C:6](=[O:9])[CH2:7][NH2:8])(C)(C)C.CN1CC[O:14][CH2:13][CH2:12]1.CC1(C)CO[C:21]([CH2:30][S:31][C@H:32]2[C:35](=[O:36])[N:34]([C:37]3[CH:42]=[CH:41][CH:40]=[CH:39][CH:38]=3)[C@@H:33]2[C:43]2[CH:53]=[CH:52][C:46]([O:47]CC(O)=O)=[CH:45][CH:44]=2)([C:24]2[CH:29]=[CH:28][CH:27]=[CH:26][CH:25]=2)[O:20]C1.CN(C(ON1N=NC2C=CC=CC1=2)=[N+](C)C)C.[B-](F)(F)(F)F, predict the reaction product. The product is: [O:36]=[C:35]1[N:34]([C:37]2[CH:42]=[CH:41][CH:40]=[CH:39][CH:38]=2)[C@H:33]([C:43]2[CH:53]=[CH:52][C:46]([O:47][CH2:12][C:13]([NH:8][CH2:7][C:6]([OH:5])=[O:9])=[O:14])=[CH:45][CH:44]=2)[C@H:32]1[S:31][CH2:30][C:21](=[O:20])[C:24]1[CH:29]=[CH:28][CH:27]=[CH:26][CH:25]=1.